Dataset: Peptide-MHC class I binding affinity with 185,985 pairs from IEDB/IMGT. Task: Regression. Given a peptide amino acid sequence and an MHC pseudo amino acid sequence, predict their binding affinity value. This is MHC class I binding data. (1) The peptide sequence is RPGGKKQYM. The MHC is HLA-B42:01 with pseudo-sequence HLA-B42:01. The binding affinity (normalized) is 0.695. (2) The peptide sequence is KLFGSLAFV. The MHC is HLA-A02:06 with pseudo-sequence HLA-A02:06. The binding affinity (normalized) is 0.738.